From a dataset of Experimentally validated miRNA-target interactions with 360,000+ pairs, plus equal number of negative samples. Binary Classification. Given a miRNA mature sequence and a target amino acid sequence, predict their likelihood of interaction. (1) The miRNA is hsa-miR-7846-3p with sequence CAGCGGAGCCUGGAGAGAAGG. The protein sequence of the target gene is MDALQLANSAFAVDLFKQLCEKEPLGNVLFSPICLSTSLSLAQVGAKGDTANEIGQVLHFENVKDVPFGFQTVTSDVNKLSSFYSLKLIKRLYVDKSLNLSTEFISSTKRPYAKELETVDFKDKLEETKGQINNSIKDLTDGHFENILADNSVNDQTKILVVNAAYFVGKWMKKFSESETKECPFRVNKTDTKPVQMMNMEATFCMGNIDSINCKIIELPFQNKHLSMFILLPKDVEDESTGLEKIEKQLNSESLSQWTNPSTMANAKVKLSIPKFKVEKMIDPKACLENLGLKHIFSED.... Result: 0 (no interaction). (2) The miRNA is hsa-miR-106b-3p with sequence CCGCACUGUGGGUACUUGCUGC. The protein sequence of the target gene is MRRQVMAALVVSGAAEQGGRDGPGRGRAPRGRVANQIPPEILKNPQLQAAIRVLPSNYNFEIPKTIWRIQQAQAKKVALQMPEGLLLFACTIVDILERFTEAEVMVMGDVTYGACCVDDFTARALGADFLVHYGHSCLIPMDTSAQDFRVLYVFVDIRIDTTHLLDSLRLTFPPATALALVSTIQFVSTLQAAAQELKAEYRVSVPQCKPLSPGEILGCTSPRLSKEVEAVVYLGDGRFHLESVMIANPNVPAYRYDPYSKVLSREHYDHQRMQAARQEAIATARSAKSWGLILGTLGRQ.... Result: 1 (interaction). (3) The miRNA is mmu-miR-2136 with sequence CUGGGUGUUGACUGAGAUGUG. The protein sequence of the target gene is MAPSRLQLGLRAAYSGISSVAGFSIFLVWTVVYRQPGTAAMGGLAGVLALWVLVTHVMYMQDYWRTWLKGLRGFFFVGVLFSAVSIAAFCTFLVLAITRHQSLTDPTSYYLSSVWSFISFKWAFLLSLYAHRYRADFADISILSDF. Result: 0 (no interaction). (4) The miRNA is mmu-miR-6984-3p with sequence UACUUUCUUUCCUGUCUUUCU. The protein sequence of the target gene is MSGAARAGPARLAALALLTCSLWPTRADNASQEYYTALINVTVQEPGRGTPLTFRIDRGRYGLDSPKAEVRGQVLAPLPIHGVADHLGCDPQTRFFVPPNIKQWIALLQRGNCTFKEKISRAAFHNAVAVVIYNNKSKEEPVTMTHPGTGDIIAVMITELRGKDILSYLEKNISVQMTIAVGTRMPPKNFSRGSLVFVSISFIVLMIISSAWLIFYFIQKIRYTNARDRNQRRLGDAAKKAISKLTTRTVKKGDKETDPDFDHCAVCIESYKQNDVVRVLPCKHVFHKSCVDPWLSEHCT.... Result: 1 (interaction). (5) The miRNA is mmu-miR-3085-3p with sequence UCUGGCUGCUAUGGCCCCCUC. The protein sequence of the target gene is MELYETSPYFYQEPHFYDGENYLPVHLQGFEPPGYERTELSLSPEARGPLEEKGLGTPEHCPGQCLPWACKVCKRKSVSVDRRRAATLREKRRLKKVNEAFEALKRSTLLNPNQRLPKVEILRSAIQYIERLQALLSSLNQEERDLRYRGGGGPQPMVPSECNSHSASCSPEWGNALEFGPNPGDHLLAADPTDAHNLHSLTSIVDSITVEDMSVAFPDETMPN. Result: 0 (no interaction). (6) The miRNA is hsa-miR-92a-3p with sequence UAUUGCACUUGUCCCGGCCUGU. The protein sequence of the target gene is MGASGSKARGLWPFASAAGGGGSEAAGAEQALVRPRGRAVPPFVFTRRGSMFYDEDGDLAHEFYEETIVTKNGQKRAKLRRVHKNLIPQGIVKLDHPRIHVDFPVILYEV. Result: 1 (interaction). (7) The miRNA is mmu-miR-335-3p with sequence UUUUUCAUUAUUGCUCCUGACC. The protein sequence of the target gene is MPVTEKDLAEDAPWKKIQQNTFTRWCNEHLKCVNKRIGNLQTDLSDGLRLIALLEVLSQKRMHHKYHQRPTFRQMKLENVSVALEFLDHESIKLVSIDSKAIVDGNLKLILGLVWTLILHYSISMPVWEDEGDDDAKKQTPKQRLLGWIQNKIPYLPITNFNQNWQDGKALGALVDSCAPGLCPDWESWDPRKPVDNAREAMQQADDWLGVPQVITPEEIIHPDVDEHSVMTYLSQFPKAKLKPGAPLKPKLNPKKARAYGRGIEPTGNMVKQPAKFTVDTISAGQGDVMVFVEDPEGNK.... Result: 0 (no interaction). (8) The miRNA is cel-miR-356a with sequence UUGAGCAACGCGAACAAAUCA. The protein sequence of the target gene is MMSFVQSGTWFLLTLLHPTLILAQQSNVDELGCSHLGQSYESRDVWKPEPCQICVCDSGSVLCDDIICDEEPLDCPNPEIPFGECCAICPQPSTPAPVLPDGHGPQGPKGDPGPPGIPGRNGDPGLPGQPGLPGPPGSPGICESCPTGGQNYSPQFDSYDVKSGVGGMGGYPGPAGPPGPPGPPGSSGHPGSPGSPGYQGPPGEPGQAGPAGPPGPPGALGPAGPAGKDGESGRPGRPGERGLPGPPGIKGPAGMPGFPGMKGHRGFDGRNGEKGETGAPGLKGENGLPGDNGAPGPMGP.... Result: 0 (no interaction). (9) Result: 0 (no interaction). The protein sequence of the target gene is MPFPFGKSHKSPADIVKNLKESMAVLEKQDISDKKAEKATEEVSKNLVAMKEILYGTNEKEPQTEAVAQLAQELYNSGLLGTLVADLQLIDFEGKKDVAQIFNNILRRQIGTRTPTVEYICTQQNILFMLLKGYESPEIALNCGIMLRECIRHEPLAKIILWSEQFYDFFRYVEMSTFDIASDAFATFKDLLTRHKLLSAEFLEQHYDRFFSEYEKLLHSENYVTKRQSLKLLGELLLDRHNFTIMTKYISKPENLKLMMNLLRDKSRNIQFEAFHVFKVFVANPNKTQPILDILLKNQT.... The miRNA is mmu-miR-466a-5p with sequence UAUGUGUGUGUACAUGUACAUA. (10) The miRNA is hsa-miR-196a-5p with sequence UAGGUAGUUUCAUGUUGUUGGG. The protein sequence of the target gene is MDDRCYPVIFPDERNFRPFTSDSLAAIEKRIAIQKEKKKSKDQTGEVPQPRPQLDLKASRKLPKLYGDIPRELIGKPLEDLDPFYRNHKTFMVLNRKRTIYRFSAKHALFIFGPFNSIRSLAIRVSVHSLFSMFIIGTVIINCVFMATGPAKNSNSNNTDIAECVFTGIYIFEALIKILARGFILDEFSFLRDPWNWLDSIVIGIAIVSYIPGITIKLLPLRTFRVFRALKAISVVSRLKVIVGALLRSVKKLVNVIILTFFCLSIFALVGQQLFMGSLNLKCISRDCKNISNPEAYDHC.... Result: 1 (interaction).